Task: Regression. Given a peptide amino acid sequence and an MHC pseudo amino acid sequence, predict their binding affinity value. This is MHC class I binding data.. Dataset: Peptide-MHC class I binding affinity with 185,985 pairs from IEDB/IMGT The peptide sequence is KLSMGLITI. The MHC is HLA-A32:01 with pseudo-sequence HLA-A32:01. The binding affinity (normalized) is 0.724.